This data is from Reaction yield outcomes from USPTO patents with 853,638 reactions. The task is: Predict the reaction yield, written as a fraction of the theoretical maximum amount of product (1.0 means a 100% yield; for example, 0.34 means a 34% yield). The reactants are [CH3:1][O:2][CH:3]=[CH:4][C:5]([O:7][Si](C)(C)C)=[CH2:6].[C:12]([O:16][CH2:17][CH3:18])(=[O:15])C=O.O.C(O)(C(F)(F)F)=O. The catalyst is C1COCC1.C1(C)C=CC=CC=1. The product is [CH2:17]([O:16][C:12]([CH:1]1[CH2:6][C:5](=[O:7])[CH:4]=[CH:3][O:2]1)=[O:15])[CH3:18]. The yield is 1.00.